Dataset: Reaction yield outcomes from USPTO patents with 853,638 reactions. Task: Predict the reaction yield, written as a fraction of the theoretical maximum amount of product (1.0 means a 100% yield; for example, 0.34 means a 34% yield). (1) The reactants are CO[C:3]1[CH:4]=[C:5]([CH:15]=[CH:16][C:17]=1[NH:18][C:19]1[N:24]=[C:23]([NH:25][C:26]2[C:31]3[C:32](=[O:36])[N:33]([CH3:35])[CH2:34][C:30]=3[CH:29]=[CH:28][N+:27]=2[O-])[C:22]([C:38]([F:41])([F:40])[F:39])=[CH:21][N:20]=1)[CH2:6][P:7](=[O:14])([O:11][CH2:12][CH3:13])[O:8][CH2:9][CH3:10].Cl.O. The catalyst is CCO.[Fe]. The product is [CH3:35][N:33]1[CH2:34][C:30]2[CH:29]=[CH:28][N:27]=[C:26]([NH:25][C:23]3[C:22]([C:38]([F:41])([F:39])[F:40])=[CH:21][N:20]=[C:19]([NH:18][C:17]4[CH:16]=[CH:15][C:5]([CH2:6][P:7](=[O:14])([O:8][CH2:9][CH3:10])[O:11][CH2:12][CH3:13])=[CH:4][CH:3]=4)[N:24]=3)[C:31]=2[C:32]1=[O:36]. The yield is 0.500. (2) The reactants are [Br:1][C:2]1[CH:13]=[C:6]2[C:7]([O:9][C:10](=[O:12])[NH:11][C:5]2=[CH:4][C:3]=1[Cl:14])=[O:8].[N+:15]([O-])([O-:17])=[O:16].[K+]. The catalyst is OS(O)(=O)=O. The product is [Br:1][C:2]1[CH:13]=[C:6]2[C:7]([O:9][C:10](=[O:12])[NH:11][C:5]2=[C:4]([N+:15]([O-:17])=[O:16])[C:3]=1[Cl:14])=[O:8]. The yield is 0.500. (3) The reactants are [CH3:1][CH:2]([CH2:4][CH:5]([N:17]([CH3:19])[CH3:18])[C:6]1([C:10]2[CH:11]=[CH:12][C:13]([Cl:16])=[CH:14][CH:15]=2)[CH2:9][CH2:8][CH2:7]1)[CH3:3].[Br:20]([OH:23])(=[O:22])=[O:21]. The catalyst is C(OCC)(=O)C. The product is [CH3:3][CH:2]([CH2:4][CH:5]([N:17]([CH3:18])[CH3:19])[C:6]1([C:10]2[CH:11]=[CH:12][C:13]([Cl:16])=[CH:14][CH:15]=2)[CH2:7][CH2:8][CH2:9]1)[CH3:1].[Br:20]([O-:23])(=[O:22])=[O:21]. The yield is 0.920. (4) The reactants are [Cl:1][C:2]1[CH:10]=[CH:9][C:8]([N:11]2[CH:15]=[CH:14][N:13]=[CH:12]2)=[CH:7][C:3]=1[C:4]([NH2:6])=[O:5].FC1C=CC([O:23][C:24](=O)[NH:25][C:26]2[S:27][C:28]3[CH:34]=[C:33]([S:35]([CH3:38])(=[O:37])=[O:36])[CH:32]=[CH:31][C:29]=3[N:30]=2)=CC=1. No catalyst specified. The product is [Cl:1][C:2]1[CH:10]=[CH:9][C:8]([N:11]2[CH:15]=[CH:14][N:13]=[CH:12]2)=[CH:7][C:3]=1[C:4]([NH:6][C:24](=[O:23])[NH:25][C:26]1[S:27][C:28]2[CH:34]=[C:33]([S:35]([CH3:38])(=[O:37])=[O:36])[CH:32]=[CH:31][C:29]=2[N:30]=1)=[O:5]. The yield is 0.170. (5) The reactants are [F:1][C:2]1[CH:7]=[C:6]([F:8])[CH:5]=[CH:4][C:3]=1[OH:9].[CH2:10](Br)[C:11]1[CH:16]=[CH:15][CH:14]=[CH:13][CH:12]=1.C(=O)([O-])[O-].[K+].[K+].O. The catalyst is CN(C)C=O. The product is [CH2:10]([O:9][C:3]1[CH:4]=[CH:5][C:6]([F:8])=[CH:7][C:2]=1[F:1])[C:11]1[CH:16]=[CH:15][CH:14]=[CH:13][CH:12]=1. The yield is 0.250. (6) The reactants are Cl.[NH2:2]N.[OH-].[Na+].C[N:7]([CH:9]=[C:10]1[C:15](=[O:16])[CH2:14][CH2:13][CH2:12][C:11]1=O)C.Cl. The catalyst is CO. The product is [NH:2]1[C:11]2[CH2:12][CH2:13][CH2:14][C:15](=[O:16])[C:10]=2[CH:9]=[N:7]1. The yield is 0.980. (7) The reactants are [CH3:1][C:2]1[C:10]2[C:9](=O)[N:8]([CH:12]3[CH2:17][CH2:16][N:15]([CH3:18])[CH2:14][CH2:13]3)[C:7](=[O:19])[C:6]=2[CH:5]=[C:4]2[NH:20][C:21]([C:23]3[C:24](=[O:43])[NH:25][CH:26]=[CH:27][C:28]=3[NH:29][CH:30]([CH3:42])[CH2:31][C:32]3[C:37]([F:38])=[C:36]([F:39])[CH:35]=[C:34]([F:40])[C:33]=3[F:41])=[N:22][C:3]=12. The catalyst is [Zn].C(O)(=O)C. The product is [CH3:1][C:2]1[C:10]2[CH2:9][N:8]([CH:12]3[CH2:13][CH2:14][N:15]([CH3:18])[CH2:16][CH2:17]3)[C:7](=[O:19])[C:6]=2[CH:5]=[C:4]2[NH:20][C:21]([C:23]3[C:24](=[O:43])[NH:25][CH:26]=[CH:27][C:28]=3[NH:29][CH:30]([CH3:42])[CH2:31][C:32]3[C:33]([F:41])=[C:34]([F:40])[CH:35]=[C:36]([F:39])[C:37]=3[F:38])=[N:22][C:3]=12. The yield is 0.110. (8) The reactants are [CH2:1]([O:3][C:4]1[CH:13]=[CH:12][C:7]([C:8]([O:10][CH3:11])=[O:9])=[CH:6][C:5]=1[O:14][CH3:15])[CH3:2].C(OC(=O)C)(=O)C.[N+:23]([O-])([OH:25])=[O:24]. The catalyst is C(O)(=O)C. The product is [CH2:1]([O:3][C:4]1[C:5]([O:14][CH3:15])=[CH:6][C:7]([C:8]([O:10][CH3:11])=[O:9])=[C:12]([N+:23]([O-:25])=[O:24])[CH:13]=1)[CH3:2]. The yield is 0.970. (9) The reactants are Br[C:2]1[N:6]2[N:7]=[CH:8][C:9]([C:11]([CH3:14])([CH3:13])[CH3:12])=[N:10][C:5]2=[N:4][CH:3]=1.[F:15][C:16]1[CH:21]=[CH:20][C:19](B(O)O)=[CH:18][C:17]=1[C:25]1[CH:30]=[CH:29][CH:28]=[CH:27][N:26]=1. No catalyst specified. The product is [C:11]([C:9]1[CH:8]=[N:7][N:6]2[C:2]([C:19]3[CH:20]=[CH:21][C:16]([F:15])=[C:17]([C:25]4[CH:30]=[CH:29][CH:28]=[CH:27][N:26]=4)[CH:18]=3)=[CH:3][N:4]=[C:5]2[N:10]=1)([CH3:14])([CH3:13])[CH3:12]. The yield is 0.290.